Dataset: NCI-60 drug combinations with 297,098 pairs across 59 cell lines. Task: Regression. Given two drug SMILES strings and cell line genomic features, predict the synergy score measuring deviation from expected non-interaction effect. (1) Drug 1: CS(=O)(=O)C1=CC(=C(C=C1)C(=O)NC2=CC(=C(C=C2)Cl)C3=CC=CC=N3)Cl. Drug 2: C1=NC2=C(N=C(N=C2N1C3C(C(C(O3)CO)O)O)F)N. Cell line: TK-10. Synergy scores: CSS=5.57, Synergy_ZIP=-2.95, Synergy_Bliss=-3.16, Synergy_Loewe=-4.60, Synergy_HSA=-3.12. (2) Drug 1: CC1C(C(CC(O1)OC2CC(CC3=C2C(=C4C(=C3O)C(=O)C5=C(C4=O)C(=CC=C5)OC)O)(C(=O)CO)O)N)O.Cl. Drug 2: C1C(C(OC1N2C=NC3=C2NC=NCC3O)CO)O. Cell line: NCI/ADR-RES. Synergy scores: CSS=-2.92, Synergy_ZIP=-0.787, Synergy_Bliss=-1.41, Synergy_Loewe=-5.23, Synergy_HSA=-3.59. (3) Drug 1: C1=CN(C(=O)N=C1N)C2C(C(C(O2)CO)O)O.Cl. Drug 2: CN1C2=C(C=C(C=C2)N(CCCl)CCCl)N=C1CCCC(=O)O.Cl. Cell line: ACHN. Synergy scores: CSS=46.9, Synergy_ZIP=3.06, Synergy_Bliss=4.58, Synergy_Loewe=-36.3, Synergy_HSA=2.64. (4) Drug 1: CC(C)(C#N)C1=CC(=CC(=C1)CN2C=NC=N2)C(C)(C)C#N. Drug 2: CN(CC1=CN=C2C(=N1)C(=NC(=N2)N)N)C3=CC=C(C=C3)C(=O)NC(CCC(=O)O)C(=O)O. Cell line: SW-620. Synergy scores: CSS=48.6, Synergy_ZIP=8.08, Synergy_Bliss=5.84, Synergy_Loewe=-12.7, Synergy_HSA=4.27.